Dataset: Retrosynthesis with 50K atom-mapped reactions and 10 reaction types from USPTO. Task: Predict the reactants needed to synthesize the given product. Given the product COc1ccc(CN(c2ncns2)S(=O)(=O)c2ccc(Cc3ccc(C(F)(F)F)cc3OC)c(C#N)c2)c(OC)c1, predict the reactants needed to synthesize it. The reactants are: COc1cc(C(F)(F)F)ccc1CBr.COc1ccc(CN(c2ncns2)S(=O)(=O)c2ccc(B3OCC(C)(C)CO3)c(C#N)c2)c(OC)c1.